Dataset: Forward reaction prediction with 1.9M reactions from USPTO patents (1976-2016). Task: Predict the product of the given reaction. (1) Given the reactants [CH3:1][CH:2]([CH2:4][CH2:5][CH2:6][C@H:7]([C@@H:9]1[C@:26]2([CH3:27])[C@H:12]([C:13]3[CH2:14][CH:15]=[C:16]4[C@:21]([C:23]=3[CH2:24][CH2:25]2)([CH3:22])[CH2:20][CH2:19][C@H:18]([OH:28])[CH2:17]4)[CH2:11][CH2:10]1)[CH3:8])[CH3:3].CC(C)[O-].[Al+3].CC(C)[O-].CC(C)[O-].S(=O)(=O)(O)O, predict the reaction product. The product is: [CH3:3][CH:2]([CH2:4][CH2:5][CH2:6][C@H:7]([C@@H:9]1[C@:26]2([CH3:27])[C@H:12]([C:13]3[CH2:14][CH2:15][C:16]4[C@:21]([C:23]=3[CH2:24][CH2:25]2)([CH3:22])[CH2:20][CH2:19][C:18](=[O:28])[CH:17]=4)[CH2:11][CH2:10]1)[CH3:8])[CH3:1]. (2) Given the reactants [CH3:1][N:2]([CH3:13])[CH2:3][CH2:4][CH2:5][CH2:6][CH2:7][CH2:8][CH2:9][CH2:10][CH2:11][CH3:12].[CH:14]([C:16]1[CH:23]=[CH:22][C:19]([CH2:20][Cl:21])=[CH:18][CH:17]=1)=[CH2:15], predict the reaction product. The product is: [Cl-:21].[CH:14]([C:16]1[CH:23]=[CH:22][C:19]([CH2:20][N+:2]([CH2:3][CH2:4][CH2:5][CH2:6][CH2:7][CH2:8][CH2:9][CH2:10][CH2:11][CH3:12])([CH3:1])[CH3:13])=[CH:18][CH:17]=1)=[CH2:15]. (3) The product is: [C:1]([O:5][C:6]([N:8]1[CH2:13][CH2:12][CH:11]([N:14]2[C:18]([C:19]3[CH:24]=[CH:23][N:22]=[C:21]([NH:38][C@@H:39]([CH3:40])[CH2:41][O:42][CH3:43])[N:20]=3)=[C:17]([C:29]3[CH:34]=[CH:33][C:32]([F:35])=[CH:31][CH:30]=3)[C:16](=[O:36])[N:15]2[CH3:37])[CH2:10][CH2:9]1)=[O:7])([CH3:4])([CH3:3])[CH3:2]. Given the reactants [C:1]([O:5][C:6]([N:8]1[CH2:13][CH2:12][CH:11]([N:14]2[C:18]([C:19]3[CH:24]=[CH:23][N:22]=[C:21](S(C)(=O)=O)[N:20]=3)=[C:17]([C:29]3[CH:34]=[CH:33][C:32]([F:35])=[CH:31][CH:30]=3)[C:16](=[O:36])[N:15]2[CH3:37])[CH2:10][CH2:9]1)=[O:7])([CH3:4])([CH3:3])[CH3:2].[NH2:38][C@H:39]([CH2:41][O:42][CH3:43])[CH3:40], predict the reaction product. (4) The product is: [F:1][C:2]1[CH:9]=[C:8]([CH:10]2[C:16]3[NH:17][CH:18]=[N:19][C:15]=3[CH2:14][CH2:13][NH:12]2)[CH:7]=[CH:6][C:3]=1[C:4]#[N:5]. Given the reactants [F:1][C:2]1[CH:9]=[C:8]([CH:10]=O)[CH:7]=[CH:6][C:3]=1[C:4]#[N:5].[NH2:12][CH2:13][CH2:14][C:15]1[N:19]=[CH:18][NH:17][CH:16]=1, predict the reaction product. (5) Given the reactants [CH2:1]([O:8][C@@H:9]1[C@@H:14]([O:15][CH2:16][C:17]2[CH:22]=[CH:21][CH:20]=[CH:19][CH:18]=2)[C@H:13]([O:23][CH2:24][C:25]2[CH:30]=[CH:29][CH:28]=[CH:27][CH:26]=2)[C@@H:12]([CH2:31][O:32][CH2:33][C:34]2[CH:39]=[CH:38][CH:37]=[CH:36][CH:35]=2)[O:11][C@:10]21[C:47]1[C:42](=[CH:43][C:44]([Cl:57])=[C:45]([CH2:48][C:49]3[CH:54]=[CH:53][C:52]([CH2:55][CH3:56])=[CH:51][CH:50]=3)[CH:46]=1)[CH:41]([OH:58])[CH2:40]2)[C:2]1[CH:7]=[CH:6][CH:5]=[CH:4][CH:3]=1.[H-].[Na+].[CH3:61]I, predict the reaction product. The product is: [CH2:1]([O:8][C@@H:9]1[C@@H:14]([O:15][CH2:16][C:17]2[CH:18]=[CH:19][CH:20]=[CH:21][CH:22]=2)[C@H:13]([O:23][CH2:24][C:25]2[CH:30]=[CH:29][CH:28]=[CH:27][CH:26]=2)[C@@H:12]([CH2:31][O:32][CH2:33][C:34]2[CH:39]=[CH:38][CH:37]=[CH:36][CH:35]=2)[O:11][C@:10]21[C:47]1[C:42](=[CH:43][C:44]([Cl:57])=[C:45]([CH2:48][C:49]3[CH:54]=[CH:53][C:52]([CH2:55][CH3:56])=[CH:51][CH:50]=3)[CH:46]=1)[CH:41]([O:58][CH3:61])[CH2:40]2)[C:2]1[CH:3]=[CH:4][CH:5]=[CH:6][CH:7]=1. (6) Given the reactants [C:1]([N:5]1[CH2:10][CH2:9][N:8]([C:11]([O-:13])=[O:12])[CH2:7][CH2:6]1)([CH3:4])([CH3:3])C.FC(F)(F)S(OC1C=[CH:22][CH:23]=[C:24]2C=1[N:28]=[CH:27][CH:26]=[CH:25]2)(=O)=O.[C:32]([O-])([O-])=O.[Cs+].[Cs+].[CH2:38]1[CH2:42]OC[CH2:39]1, predict the reaction product. The product is: [N:28]1[C:3]2[C:24](=[CH:23][CH:22]=[CH:4][C:1]=2[N:5]2[CH2:6][CH2:7][N:8]([C:11]([O:13][C:38]([CH3:39])([CH3:42])[CH3:32])=[O:12])[CH2:9][CH2:10]2)[CH:25]=[CH:26][CH:27]=1. (7) Given the reactants [CH2:1]([O:3][CH:4]([O:18][CH2:19][CH3:20])[CH2:5][N:6]1[C:10]([NH2:11])=[CH:9][C:8]([C:12]2[CH:13]=[N:14][CH:15]=[CH:16][CH:17]=2)=[N:7]1)[CH3:2].Br[C:22]1[CH:27]=[C:26]([N+:28]([O-:30])=[O:29])[CH:25]=[CH:24][C:23]=1[C:31]([F:34])([F:33])[F:32], predict the reaction product. The product is: [CH2:1]([O:3][CH:4]([O:18][CH2:19][CH3:20])[CH2:5][N:6]1[C:10]([NH:11][C:22]2[CH:27]=[C:26]([N+:28]([O-:30])=[O:29])[CH:25]=[CH:24][C:23]=2[C:31]([F:32])([F:34])[F:33])=[CH:9][C:8]([C:12]2[CH:13]=[N:14][CH:15]=[CH:16][CH:17]=2)=[N:7]1)[CH3:2]. (8) Given the reactants [F:1][C:2]1[CH:3]=[C:4]([CH:16]=[CH:17][C:18]=1[F:19])[O:5][C:6]1[C:11]([F:12])=[CH:10][C:9]([CH2:13][OH:14])=[CH:8][C:7]=1[F:15].[H-].[Na+].Cl[C:23]1[CH:24]=[C:25]2[N:32]([CH3:33])[CH2:31][CH2:30][N:26]2[C:27](=[O:29])[N:28]=1, predict the reaction product. The product is: [F:1][C:2]1[CH:3]=[C:4]([CH:16]=[CH:17][C:18]=1[F:19])[O:5][C:6]1[C:7]([F:15])=[CH:8][C:9]([CH2:13][O:14][C:23]2[CH:24]=[C:25]3[N:32]([CH3:33])[CH2:31][CH2:30][N:26]3[C:27](=[O:29])[N:28]=2)=[CH:10][C:11]=1[F:12]. (9) Given the reactants [Br:1][C:2]1[CH:7]=[CH:6][C:5]([OH:8])=[CH:4][N:3]=1.[H-].[Na+].[CH2:11](Br)[C:12]1[CH:17]=[CH:16][CH:15]=[CH:14][CH:13]=1.CCOC(C)=O, predict the reaction product. The product is: [CH2:11]([O:8][C:5]1[CH:6]=[CH:7][C:2]([Br:1])=[N:3][CH:4]=1)[C:12]1[CH:17]=[CH:16][CH:15]=[CH:14][CH:13]=1.